Dataset: Catalyst prediction with 721,799 reactions and 888 catalyst types from USPTO. Task: Predict which catalyst facilitates the given reaction. (1) Reactant: [O:1]([C:8]1[CH:13]=[CH:12][C:11]([NH:14][NH2:15])=[CH:10][CH:9]=1)[C:2]1[CH:7]=[CH:6][CH:5]=[CH:4][CH:3]=1.[CH:16](=O)[C:17]1[CH:22]=[CH:21][CH:20]=[CH:19][CH:18]=1. Product: [CH:16](=[N:15][NH:14][C:11]1[CH:12]=[CH:13][C:8]([O:1][C:2]2[CH:3]=[CH:4][CH:5]=[CH:6][CH:7]=2)=[CH:9][CH:10]=1)[C:17]1[CH:22]=[CH:21][CH:20]=[CH:19][CH:18]=1. The catalyst class is: 5. (2) Reactant: C(OC(=O)[N:7]([CH2:36][CH3:37])[CH2:8][C:9]1[CH:10]=[N:11][CH:12]=[C:13]([C:16]2[CH:17]=[C:18]3[C:22](=[CH:23][CH:24]=2)[N:21](C2CCCCO2)[N:20]=[C:19]3[C:31]2[NH:32][CH:33]=[CH:34][N:35]=2)[C:14]=1[CH3:15])(C)(C)C.C1(C)C=CC(S(O)(=O)=O)=CC=1.[OH-].[Na+]. The catalyst class is: 212. Product: [CH2:36]([NH:7][CH2:8][C:9]1[C:14]([CH3:15])=[C:13]([C:16]2[CH:17]=[C:18]3[C:22](=[CH:23][CH:24]=2)[NH:21][N:20]=[C:19]3[C:31]2[NH:35][CH:34]=[CH:33][N:32]=2)[CH:12]=[N:11][CH:10]=1)[CH3:37]. (3) Reactant: [H-].[Na+].Cl[C:4]1[CH:9]=[C:8]([Cl:10])[N:7]=[CH:6][C:5]=1[C:11]([N:13]([CH2:15][CH2:16][OH:17])[CH3:14])=[O:12].O. Product: [Cl:10][C:8]1[N:7]=[CH:6][C:5]2[C:11](=[O:12])[N:13]([CH3:14])[CH2:15][CH2:16][O:17][C:4]=2[CH:9]=1. The catalyst class is: 3. (4) Reactant: [Br:1][C:2]1[CH:3]=[C:4]([C:8](=O)[CH2:9][C:10]#[N:11])[CH:5]=[CH:6][CH:7]=1.Cl.[NH2:14][OH:15].CC([O-])=O.[Na+]. The catalyst class is: 88. Product: [Br:1][C:2]1[CH:3]=[C:4]([C:8]2[CH:9]=[C:10]([NH2:11])[O:15][N:14]=2)[CH:5]=[CH:6][CH:7]=1. (5) Reactant: [C:1]12([C:11]3[CH:12]=[C:13]([C:19]4[CH:20]=[C:21]5[C:26](=[CH:27][CH:28]=4)[CH:25]=[C:24]([CH:29]4[S:33][C:32](=[O:34])[NH:31][C:30]4=[O:35])[CH:23]=[CH:22]5)[CH:14]=[CH:15][C:16]=3[O:17]C)[CH2:10][CH:5]3[CH2:6][CH:7]([CH2:9][CH:3]([CH2:4]3)[CH2:2]1)[CH2:8]2. Product: [C:1]12([C:11]3[CH:12]=[C:13]([C:19]4[CH:20]=[C:21]5[C:26](=[CH:27][CH:28]=4)[CH:25]=[C:24]([CH:29]4[S:33][C:32](=[O:34])[NH:31][C:30]4=[O:35])[CH:23]=[CH:22]5)[CH:14]=[CH:15][C:16]=3[OH:17])[CH2:10][CH:5]3[CH2:4][CH:3]([CH2:9][CH:7]([CH2:6]3)[CH2:8]1)[CH2:2]2. The catalyst class is: 2. (6) Reactant: [Cl:1][C:2]1[CH:3]=[C:4]([NH:10][C@H:11]([CH2:20]OS(C2C=CC(C)=CC=2)(=O)=O)[CH2:12][C:13]([O:15][C:16]([CH3:19])([CH3:18])[CH3:17])=[O:14])[CH:5]=[CH:6][C:7]=1[C:8]#[N:9].[N-:32]=[N+:33]=[N-:34].[Na+]. Product: [N:32]([CH2:20][C@@H:11]([NH:10][C:4]1[CH:5]=[CH:6][C:7]([C:8]#[N:9])=[C:2]([Cl:1])[CH:3]=1)[CH2:12][C:13]([O:15][C:16]([CH3:17])([CH3:18])[CH3:19])=[O:14])=[N+:33]=[N-:34]. The catalyst class is: 18.